This data is from Full USPTO retrosynthesis dataset with 1.9M reactions from patents (1976-2016). The task is: Predict the reactants needed to synthesize the given product. (1) The reactants are: F[C:2]1[C:10]([F:11])=[C:9]([F:12])[CH:8]=[CH:7][C:3]=1[C:4]([OH:6])=[O:5].C[Si]([N-][Si](C)(C)C)(C)C.[Li+].[CH3:23][C@H:24]1[O:29][C@@H:28]([CH3:30])[CH2:27][NH:26][CH2:25]1. Given the product [CH3:30][C@H:28]1[O:29][C@@H:24]([CH3:23])[CH2:25][N:26]([C:2]2[C:10]([F:11])=[C:9]([F:12])[CH:8]=[CH:7][C:3]=2[C:4]([OH:6])=[O:5])[CH2:27]1, predict the reactants needed to synthesize it. (2) Given the product [C:1]1([N:7]2[C:11](=[O:12])[C:10]3[C:22]([CH3:24])=[CH:21][C:20](=[O:25])[N:13]([C:14]4[CH:15]=[CH:16][CH:17]=[CH:18][CH:19]=4)[C:9]=3[NH:8]2)[CH:2]=[CH:3][CH:4]=[CH:5][CH:6]=1, predict the reactants needed to synthesize it. The reactants are: [C:1]1([N:7]2[C:11](=[O:12])[CH2:10][C:9]([NH:13][C:14]3[CH:19]=[CH:18][CH:17]=[CH:16][CH:15]=3)=[N:8]2)[CH:6]=[CH:5][CH:4]=[CH:3][CH:2]=1.[C:20](OCC)(=[O:25])[CH2:21][C:22]([CH3:24])=O.C(O)(=O)C. (3) Given the product [NH2:11][NH:12][C:5](=[O:6])[CH2:4][N:3]([CH2:9][CH3:10])[CH2:1][CH3:2], predict the reactants needed to synthesize it. The reactants are: [CH2:1]([N:3]([CH2:9][CH3:10])[CH2:4][C:5](OC)=[O:6])[CH3:2].[NH2:11][NH2:12]. (4) Given the product [Br:19][C:20]1[CH:21]=[C:22]2[C:27](=[CH:28][CH:29]=1)[CH:26]=[C:25]([C:12]1[CH:11]=[CH:10][C:9]3[C:8]4[C:3](=[CH:4][CH:5]=[CH:6][CH:7]=4)[C:2]([CH3:1])([CH3:18])[C:14]=3[CH:13]=1)[CH:24]=[CH:23]2, predict the reactants needed to synthesize it. The reactants are: [CH3:1][C:2]1([CH3:18])[C:14]2[CH:13]=[C:12](B(O)O)[CH:11]=[CH:10][C:9]=2[C:8]2[C:3]1=[CH:4][CH:5]=[CH:6][CH:7]=2.[Br:19][C:20]1[CH:29]=[CH:28][C:27]2[C:22](=[CH:23][CH:24]=[C:25](Br)[CH:26]=2)[CH:21]=1.C1(C)C=CC=CC=1.C(=O)([O-])[O-].[Na+].[Na+]. (5) Given the product [OH:26][C:22]1[C:21]([CH3:27])=[C:20]([CH:25]=[CH:24][CH:23]=1)[NH:19][C:2]1[C:11]2[C:6](=[CH:7][C:8]([O:14][CH3:15])=[C:9]([O:12][CH3:13])[CH:10]=2)[N:5]=[CH:4][C:3]=1[C:16]([NH2:18])=[O:17], predict the reactants needed to synthesize it. The reactants are: Cl[C:2]1[C:11]2[C:6](=[CH:7][C:8]([O:14][CH3:15])=[C:9]([O:12][CH3:13])[CH:10]=2)[N:5]=[CH:4][C:3]=1[C:16]([NH2:18])=[O:17].[NH2:19][C:20]1[C:21]([CH3:27])=[C:22]([OH:26])[CH:23]=[CH:24][CH:25]=1.C(O)(=O)C.C([O-])(O)=O.[Na+]. (6) Given the product [CH3:6][O:7][C:8]([C:10]1[CH:14]=[C:13]([CH:21]=[O:22])[O:12][C:11]=1[CH3:15])=[O:9], predict the reactants needed to synthesize it. The reactants are: P(Cl)(Cl)(Cl)=O.[CH3:6][O:7][C:8]([C:10]1[CH:14]=[CH:13][O:12][C:11]=1[CH3:15])=[O:9].[OH-].[Na+].CN([CH:21]=[O:22])C.